From a dataset of Forward reaction prediction with 1.9M reactions from USPTO patents (1976-2016). Predict the product of the given reaction. (1) Given the reactants [F:1][C:2]1[CH:7]=[CH:6][C:5]([C:8]2[CH:12]=[C:11]([C:13]3[S:14][CH:15]=[CH:16][CH:17]=3)[NH:10][C:9]=2[C:18]([OH:20])=O)=[CH:4][CH:3]=1.Cl.[NH2:22][CH2:23][C:24]1[CH:25]=[CH:26][C:27]([C:30]([O:32][CH3:33])=[O:31])=[N:28][CH:29]=1, predict the reaction product. The product is: [F:1][C:2]1[CH:3]=[CH:4][C:5]([C:8]2[CH:12]=[C:11]([C:13]3[S:14][CH:15]=[CH:16][CH:17]=3)[NH:10][C:9]=2[C:18]([NH:22][CH2:23][C:24]2[CH:25]=[CH:26][C:27]([C:30]([O:32][CH3:33])=[O:31])=[N:28][CH:29]=2)=[O:20])=[CH:6][CH:7]=1. (2) Given the reactants [CH2:1]1[CH:5]2[C@@H:6]3C=C[C@H]([CH:4]2C=[CH:2]1)C3.[C:11]([O:15][CH2:16][C:17]1[CH:22]=[CH:21][CH:20]=[CH:19][CH:18]=1)(=[O:14])[CH:12]=[CH2:13].C1(C=CC(O)=CC=1)O, predict the reaction product. The product is: [CH2:16]([O:15][C:11]([CH:12]1[CH2:4][CH:5]2[CH2:6][CH:13]1[CH:2]=[CH:1]2)=[O:14])[C:17]1[CH:22]=[CH:21][CH:20]=[CH:19][CH:18]=1.